Task: Binary Classification. Given a T-cell receptor sequence (or CDR3 region) and an epitope sequence, predict whether binding occurs between them.. Dataset: TCR-epitope binding with 47,182 pairs between 192 epitopes and 23,139 TCRs (1) The epitope is KLMNIQQKL. The TCR CDR3 sequence is CASSYSGLGTDTQYF. Result: 0 (the TCR does not bind to the epitope). (2) The epitope is GLCTLVAML. The TCR CDR3 sequence is CSAWTGTEAFF. Result: 1 (the TCR binds to the epitope). (3) The epitope is VSFIEFVGW. The TCR CDR3 sequence is CASSLTSIAEAFF. Result: 0 (the TCR does not bind to the epitope). (4) The TCR CDR3 sequence is CASSPGVSGFSYNEQFF. The epitope is WICLLQFAY. Result: 1 (the TCR binds to the epitope). (5) The epitope is VLWAHGFEL. The TCR CDR3 sequence is CSARGGATGTNTGELFF. Result: 0 (the TCR does not bind to the epitope). (6) Result: 1 (the TCR binds to the epitope). The TCR CDR3 sequence is CSARKTGEETQYF. The epitope is DPFRLLQNSQVFS.